This data is from hERG Central: cardiac toxicity at 1µM, 10µM, and general inhibition. The task is: Predict hERG channel inhibition at various concentrations. (1) The drug is Cc1cc(N2CCN(c3ccccn3)CC2)n2nc(C)nc2n1. Results: hERG_inhib (hERG inhibition (general)): blocker. (2) The drug is CC(C)CN1CCC(=O)N(CCSc2ccc(Br)cc2)CC1. Results: hERG_inhib (hERG inhibition (general)): blocker. (3) The compound is Cc1nc([N+](=O)[O-])c(SCC(O)CCl)n1Cc1ccc(Cl)cc1. Results: hERG_inhib (hERG inhibition (general)): blocker.